From a dataset of Full USPTO retrosynthesis dataset with 1.9M reactions from patents (1976-2016). Predict the reactants needed to synthesize the given product. (1) The reactants are: Br[C:2]1[CH:7]=[C:6]([C:8]([F:11])([F:10])[F:9])[C:5]([Cl:12])=[CH:4][N:3]=1.[CH3:13][N:14]1[CH:18]=[C:17]([C:19]2[CH:24]=[CH:23][CH:22]=[C:21](B3OC(C)(C)C(C)(C)O3)[CH:20]=2)[CH:16]=[N:15]1.C(=O)([O-])[O-].[K+].[K+]. Given the product [Cl:12][C:5]1[C:6]([C:8]([F:11])([F:10])[F:9])=[CH:7][C:2]([C:23]2[CH:22]=[CH:21][CH:20]=[C:19]([C:17]3[CH:16]=[N:15][N:14]([CH3:13])[CH:18]=3)[CH:24]=2)=[N:3][CH:4]=1, predict the reactants needed to synthesize it. (2) Given the product [F:33][C:30]1[CH:29]=[CH:28][C:27]([CH:22]([NH:21][C:2]2[CH:11]=[CH:10][C:5]([C:6]([O:8][CH3:9])=[O:7])=[CH:4][C:3]=2[N+:12]([O-:14])=[O:13])[C:23]([O:25][CH3:26])=[O:24])=[CH:32][CH:31]=1, predict the reactants needed to synthesize it. The reactants are: F[C:2]1[CH:11]=[CH:10][C:5]([C:6]([O:8][CH3:9])=[O:7])=[CH:4][C:3]=1[N+:12]([O-:14])=[O:13].CN(C)C=O.Cl.[NH2:21][CH:22]([C:27]1[CH:32]=[CH:31][C:30]([F:33])=[CH:29][CH:28]=1)[C:23]([O:25][CH3:26])=[O:24].CCN(C(C)C)C(C)C. (3) Given the product [CH2:1]([O:4][C:5]([C:7]1[C:8]([N:14]([CH3:24])[CH2:15][CH:16]2[CH2:23][CH2:22][C:19]3([CH2:21][CH2:20]3)[CH2:18][CH2:17]2)=[N:9][C:10]([C:29]#[N:30])=[N:11][CH:12]=1)=[O:6])[CH:2]=[CH2:3], predict the reactants needed to synthesize it. The reactants are: [CH2:1]([O:4][C:5]([C:7]1[C:8]([N:14]([CH3:24])[CH2:15][CH:16]2[CH2:23][CH2:22][C:19]3([CH2:21][CH2:20]3)[CH2:18][CH2:17]2)=[N:9][C:10](Cl)=[N:11][CH:12]=1)=[O:6])[CH:2]=[CH2:3].[C-]#N.[K+].C1N2CC[N:30](CC2)[CH2:29]1.O. (4) Given the product [CH3:25][C:26]([CH3:44])([CH3:43])[C@@H:27]([C:40]([N:19]1[CH2:20][C@H:16]([O:15][C:4]2[C:3]([Cl:2])=[N:12][C:11]3[C:6](=[CH:7][C:8]([O:13][CH3:14])=[CH:9][CH:10]=3)[N:5]=2)[CH2:17][C@H:18]1[C:21]([O:23][CH3:24])=[O:22])=[O:41])[NH:28][C:29]([O:31][C@@H:32]1[CH2:34][C@H:33]1[CH2:35][CH2:36][CH2:37][CH:38]=[CH2:39])=[O:30], predict the reactants needed to synthesize it. The reactants are: Cl.[Cl:2][C:3]1[C:4]([O:15][C@H:16]2[CH2:20][NH:19][C@H:18]([C:21]([O:23][CH3:24])=[O:22])[CH2:17]2)=[N:5][C:6]2[C:11]([N:12]=1)=[CH:10][CH:9]=[C:8]([O:13][CH3:14])[CH:7]=2.[CH3:25][C:26]([CH3:44])([CH3:43])[C@@H:27]([C:40](O)=[O:41])[NH:28][C:29]([O:31][C@@H:32]1[CH2:34][C@H:33]1[CH2:35][CH2:36][CH2:37][CH:38]=[CH2:39])=[O:30].CCN(C(C)C)C(C)C.CN(C(ON1N=NC2C=CC=NC1=2)=[N+](C)C)C.F[P-](F)(F)(F)(F)F. (5) Given the product [CH:1]1([CH2:4][CH:5]([C:8]2[CH:9]=[CH:10][CH:11]=[CH:12][N:7]=2)[OH:6])[CH2:3][CH2:2]1, predict the reactants needed to synthesize it. The reactants are: [CH:1]1([CH2:4][CH:5]=[O:6])[CH2:3][CH2:2]1.[N:7]1[CH:12]=[CH:11][CH:10]=[CH:9][C:8]=1[Mg]Br.[NH4+].[Cl-].O.